Dataset: Full USPTO retrosynthesis dataset with 1.9M reactions from patents (1976-2016). Task: Predict the reactants needed to synthesize the given product. (1) Given the product [CH2:15]([O:22][C:23]1[CH:28]=[CH:27][C:26]([S:29]([N:1]2[C:9]3[C:4](=[CH:5][CH:6]=[CH:7][CH:8]=3)[CH2:3][C@@H:2]2[C:10]([OH:12])=[O:11])(=[O:31])=[O:30])=[CH:25][CH:24]=1)[C:16]1[CH:17]=[CH:18][CH:19]=[CH:20][CH:21]=1, predict the reactants needed to synthesize it. The reactants are: [NH:1]1[C:9]2[C:4](=[CH:5][CH:6]=[CH:7][CH:8]=2)[CH2:3][C@@H:2]1[C:10]([OH:12])=[O:11].[OH-].[Na+].[CH2:15]([O:22][C:23]1[CH:28]=[CH:27][C:26]([S:29](Cl)(=[O:31])=[O:30])=[CH:25][CH:24]=1)[C:16]1[CH:21]=[CH:20][CH:19]=[CH:18][CH:17]=1.Cl. (2) Given the product [F:1][C:2]([F:17])([F:16])[C:3]1[CH:4]=[C:5]([C:19]2[CH:20]=[C:21]([CH:24]=[O:25])[O:22][CH:23]=2)[CH:6]=[C:7]([C:9]([F:12])([F:11])[F:10])[CH:8]=1, predict the reactants needed to synthesize it. The reactants are: [F:1][C:2]([F:17])([F:16])[C:3]1[CH:4]=[C:5](B(O)O)[CH:6]=[C:7]([C:9]([F:12])([F:11])[F:10])[CH:8]=1.Br[C:19]1[CH:20]=[C:21]([CH:24]=[O:25])[O:22][CH:23]=1.C(=O)([O-])[O-].[Na+].[Na+]. (3) Given the product [Br:1][C:2]1[CH:7]=[CH:6][C:5]([N:8]2[C:9](=[O:12])[S:10][N:19]([CH3:18])[C:20]2=[O:21])=[CH:4][CH:3]=1, predict the reactants needed to synthesize it. The reactants are: [Br:1][C:2]1[CH:7]=[CH:6][C:5]([N:8]=[C:9]=[S:10])=[CH:4][CH:3]=1.Cl.[O-:12][Mn](=O)(=O)=O.[K+].[CH3:18][N:19]=[C:20]=[O:21].